This data is from Full USPTO retrosynthesis dataset with 1.9M reactions from patents (1976-2016). The task is: Predict the reactants needed to synthesize the given product. Given the product [F:1][C:2]([F:18])([C:8]1[CH:13]=[CH:12][C:11]([O:14][CH:15]([CH3:16])[CH3:17])=[CH:10][CH:9]=1)[C:3]([OH:5])=[O:4], predict the reactants needed to synthesize it. The reactants are: [F:1][C:2]([F:18])([C:8]1[CH:13]=[CH:12][C:11]([O:14][CH:15]([CH3:17])[CH3:16])=[CH:10][CH:9]=1)[C:3]([O:5]CC)=[O:4].C(O)C.O.O.[OH-].[Li+].